From a dataset of Full USPTO retrosynthesis dataset with 1.9M reactions from patents (1976-2016). Predict the reactants needed to synthesize the given product. (1) Given the product [CH2:1]([O:8][C:9]([N:11]([CH2:23][C:24]([N:26]1[CH2:30][C@@H:29]([F:31])[CH2:28][C@H:27]1[C:32]#[N:33])=[O:25])[C:12]12[CH2:17][CH2:16][C:15]([C:20]([N:35]([CH2:39][CH2:40][CH3:41])[CH2:47][CH3:48])=[O:22])([CH2:18][CH2:19]1)[CH2:14][CH2:13]2)=[O:10])[C:2]1[CH:3]=[CH:4][CH:5]=[CH:6][CH:7]=1, predict the reactants needed to synthesize it. The reactants are: [CH2:1]([O:8][C:9]([N:11]([CH2:23][C:24]([N:26]1[CH2:30][C@@H:29]([F:31])[CH2:28][C@H:27]1[C:32]#[N:33])=[O:25])[C:12]12[CH2:19][CH2:18][C:15]([C:20]([OH:22])=O)([CH2:16][CH2:17]1)[CH2:14][CH2:13]2)=[O:10])[C:2]1[CH:7]=[CH:6][CH:5]=[CH:4][CH:3]=1.O[N:35]1[C:39]2[CH:40]=[CH:41][CH:41]=[CH:40][C:39]=2[N:35]=N1.Cl.CN(C)[CH2:47][CH2:48]CN=C=NCC.C(C(N)CC)C. (2) The reactants are: [CH:1]12[CH2:7][CH:4]([CH2:5][CH2:6]1)[C:3](=O)[C:2]2=O.COP([CH2:16][C:17](=O)[CH2:18][C:19]([CH3:22])([CH3:21])[CH3:20])(=O)OC.O.[NH2:25][NH2:26]. Given the product [CH3:20][C:19]([CH3:22])([CH3:21])[CH2:18][C:17]1[CH:16]=[C:3]2[C:2]([CH:1]3[CH2:7][CH:4]2[CH2:5][CH2:6]3)=[N:26][N:25]=1, predict the reactants needed to synthesize it.